Dataset: Catalyst prediction with 721,799 reactions and 888 catalyst types from USPTO. Task: Predict which catalyst facilitates the given reaction. Reactant: [Br:1][C:2]1[CH:10]=[C:9]([CH3:11])[C:5]([C:6](O)=[O:7])=[C:4]([Cl:12])[CH:3]=1.C(Cl)(C([Cl:17])=O)=O.CN(C=O)C. Product: [Br:1][C:2]1[CH:10]=[C:9]([CH3:11])[C:5]([C:6]([Cl:17])=[O:7])=[C:4]([Cl:12])[CH:3]=1. The catalyst class is: 2.